This data is from Catalyst prediction with 721,799 reactions and 888 catalyst types from USPTO. The task is: Predict which catalyst facilitates the given reaction. (1) Reactant: [CH2:1]([N:8]([CH2:24][C:25]1[CH:30]=[CH:29][CH:28]=[CH:27][CH:26]=1)[C@@H:9]1[C:15](=[O:16])[NH:14][C:13]2[CH:17]=[C:18]([F:21])[CH:19]=[CH:20][C:12]=2[O:11][C@@H:10]1[CH2:22][CH3:23])[C:2]1[CH:7]=[CH:6][CH:5]=[CH:4][CH:3]=1.O([CH2:39][C:40]([F:43])([F:42])[F:41])S(C(F)(F)F)(=O)=O.C(=O)([O-])[O-].[Cs+].[Cs+]. Product: [CH2:24]([N:8]([CH2:1][C:2]1[CH:3]=[CH:4][CH:5]=[CH:6][CH:7]=1)[C@@H:9]1[C:15](=[O:16])[N:14]([CH2:39][C:40]([F:43])([F:42])[F:41])[C:13]2[CH:17]=[C:18]([F:21])[CH:19]=[CH:20][C:12]=2[O:11][C@@H:10]1[CH2:22][CH3:23])[C:25]1[CH:30]=[CH:29][CH:28]=[CH:27][CH:26]=1. The catalyst class is: 9. (2) Reactant: [NH2:1][C:2]([NH2:4])=[O:3].[CH2:5]=[O:6]. Product: [NH2:1][C:2]([NH2:4])=[O:3].[CH2:5]=[O:6].[NH2:1][C:2]([NH2:4])=[O:3]. The catalyst class is: 6. (3) Reactant: [CH3:1][O:2][C@H:3]1[CH2:8][CH2:7][C@H:6]([CH2:9][N:10]2[C:15](=[O:16])[CH2:14][NH:13][C:12]3[N:17]=[CH:18][C:19]([C:21]4[C:22]([CH3:30])=[CH:23][C:24]([C:27]([NH2:29])=[O:28])=[N:25][CH:26]=4)=[N:20][C:11]2=3)[CH2:5][CH2:4]1.C(O[CH:37](OCC(C)(C)C)[N:38]([CH3:40])[CH3:39])C(C)(C)C. Product: [CH3:37][N:38](/[CH:40]=[N:29]\[C:27](=[O:28])[C:24]1[CH:23]=[C:22]([CH3:30])[C:21]([C:19]2[CH:18]=[N:17][C:12]3[NH:13][CH2:14][C:15](=[O:16])[N:10]([CH2:9][C@H:6]4[CH2:7][CH2:8][C@H:3]([O:2][CH3:1])[CH2:4][CH2:5]4)[C:11]=3[N:20]=2)=[CH:26][N:25]=1)[CH3:39]. The catalyst class is: 7. (4) Reactant: [NH2:1][C:2]1[CH:3]=[N:4][C:5]2[C:10]([CH:11]=1)=[CH:9][CH:8]=[CH:7][CH:6]=2.N1C=CC=CC=1.[C:18](Cl)(=O)[O:19]C1C=CC([N+]([O-])=O)=CC=1.[Cl:31][C:32]1[CH:38]=[C:37]([O:39][C:40]2[C:41]3[N:48]([CH3:49])[CH:47]=[CH:46][C:42]=3[N:43]=[CH:44][N:45]=2)[CH:36]=[CH:35][C:33]=1[NH2:34]. Product: [Cl:31][C:32]1[CH:38]=[C:37]([O:39][C:40]2[C:41]3[N:48]([CH3:49])[CH:47]=[CH:46][C:42]=3[N:43]=[CH:44][N:45]=2)[CH:36]=[CH:35][C:33]=1[NH:34][C:18]([NH:1][C:2]1[CH:3]=[N:4][C:5]2[C:10]([CH:11]=1)=[CH:9][CH:8]=[CH:7][CH:6]=2)=[O:19]. The catalyst class is: 395. (5) Reactant: [Cl:1][C:2]1[N:7]=[C:6]([NH:8][CH2:9][CH2:10][NH:11][C:12](=[O:18])[O:13][C:14]([CH3:17])([CH3:16])[CH3:15])[C:5]([C:19]#[C:20][CH:21]([O:25][CH2:26][CH3:27])[O:22][CH2:23][CH3:24])=[CH:4][N:3]=1.CCCC[N+](CCCC)(CCCC)CCCC.[F-]. Product: [Cl:1][C:2]1[N:3]=[CH:4][C:5]2[CH:19]=[C:20]([CH:21]([O:22][CH2:23][CH3:24])[O:25][CH2:26][CH3:27])[N:8]([CH2:9][CH2:10][NH:11][C:12](=[O:18])[O:13][C:14]([CH3:16])([CH3:17])[CH3:15])[C:6]=2[N:7]=1. The catalyst class is: 1. (6) Reactant: Br[C:2]1[C:3]([CH3:26])=[C:4]([CH2:16][N:17]([CH3:25])[C:18](=[O:24])[O:19][C:20]([CH3:23])([CH3:22])[CH3:21])[S:5][C:6]=1[S:7]([C:10]1[CH:15]=[CH:14][CH:13]=[CH:12][CH:11]=1)(=[O:9])=[O:8].[F:27][C:28]1[C:33](B(O)O)=[CH:32][CH:31]=[CH:30][N:29]=1.C(=O)([O-])[O-].[Na+].[Na+].COCCOC. Product: [F:27][C:28]1[C:33]([C:2]2[C:3]([CH3:26])=[C:4]([CH2:16][N:17]([CH3:25])[C:18](=[O:24])[O:19][C:20]([CH3:23])([CH3:21])[CH3:22])[S:5][C:6]=2[S:7]([C:10]2[CH:11]=[CH:12][CH:13]=[CH:14][CH:15]=2)(=[O:8])=[O:9])=[CH:32][CH:31]=[CH:30][N:29]=1. The catalyst class is: 103. (7) Reactant: [NH2:1][C:2]1[N:7]=[C:6]([Cl:8])[C:5]([NH2:9])=[C:4](Cl)[N:3]=1.[NH2:11][C@H:12]1[CH2:17][CH2:16][C@H:15]([OH:18])[CH2:14][CH2:13]1.C(=O)(O)[O-].[Na+]. Product: [NH2:1][C:2]1[N:3]=[C:4]([NH:11][C@H:12]2[CH2:17][CH2:16][C@H:15]([OH:18])[CH2:14][CH2:13]2)[C:5]([NH2:9])=[C:6]([Cl:8])[N:7]=1. The catalyst class is: 51.